Predict the reaction yield, written as a fraction of the theoretical maximum amount of product (1.0 means a 100% yield; for example, 0.34 means a 34% yield). From a dataset of Reaction yield outcomes from USPTO patents with 853,638 reactions. (1) The reactants are [Cl:1][C:2]1[C:3]2[C:11]([C:12]([F:15])([F:14])[F:13])=[CH:10][NH:9][C:4]=2[N:5]=[C:6]([NH2:8])[N:7]=1.C([O-])([O-])=O.[K+].[K+].Br[CH2:23][CH:24]1[CH2:29][CH2:28][N:27]([C:30]([O:32][C:33]([CH3:36])([CH3:35])[CH3:34])=[O:31])[CH2:26][CH2:25]1. The catalyst is CN(C=O)C. The product is [NH2:8][C:6]1[N:7]=[C:2]([Cl:1])[C:3]2[C:11]([C:12]([F:15])([F:13])[F:14])=[CH:10][N:9]([CH2:23][CH:24]3[CH2:29][CH2:28][N:27]([C:30]([O:32][C:33]([CH3:34])([CH3:36])[CH3:35])=[O:31])[CH2:26][CH2:25]3)[C:4]=2[N:5]=1. The yield is 0.160. (2) The reactants are [Cl:1][C:2]1[CH:3]=[C:4]([CH:8]([CH2:12][CH:13]2[CH2:17][CH2:16][CH2:15][CH2:14]2)[C:9]([OH:11])=O)[CH:5]=[CH:6][CH:7]=1.C(Cl)(=O)C(Cl)=O.[CH2:24]([O:26][C:27](=[O:35])[CH2:28][C:29]1[N:30]=[C:31]([NH2:34])[S:32][CH:33]=1)[CH3:25].C(N(CC)C(C)C)(C)C. The catalyst is C(Cl)Cl.CN(C)C=O. The product is [CH2:24]([O:26][C:27](=[O:35])[CH2:28][C:29]1[N:30]=[C:31]([NH:34][C:9](=[O:11])[CH:8]([C:4]2[CH:5]=[CH:6][CH:7]=[C:2]([Cl:1])[CH:3]=2)[CH2:12][CH:13]2[CH2:17][CH2:16][CH2:15][CH2:14]2)[S:32][CH:33]=1)[CH3:25]. The yield is 0.603. (3) The reactants are [NH2:1][C@@H:2]([CH3:17])[C@@H:3]([C:5]1[CH:6]=[CH:7][C:8]([OH:16])=[C:9]([NH:11][S:12]([CH3:15])(=[O:14])=[O:13])[CH:10]=1)[OH:4].[Cl:18][C:19]1[CH:20]=[C:21]([CH:24]=[C:25]([Cl:27])[CH:26]=1)[CH:22]=O.O. The catalyst is CO. The product is [Cl:18][C:19]1[CH:20]=[C:21]([CH:24]=[C:25]([Cl:27])[CH:26]=1)[CH2:22][NH:1][C@@H:2]([CH3:17])[C@@H:3]([C:5]1[CH:6]=[CH:7][C:8]([OH:16])=[C:9]([NH:11][S:12]([CH3:15])(=[O:14])=[O:13])[CH:10]=1)[OH:4]. The yield is 0.450. (4) The reactants are [CH3:1][O:2][C:3]1[CH:8]=[C:7]([CH2:9][CH:10]=O)[C:6]([O:12][CH3:13])=[CH:5][C:4]=1[C:14]1[N:19]=[C:18]([NH:20][C:21](=[O:26])[C:22]([CH3:25])([CH3:24])[CH3:23])[CH:17]=[CH:16][CH:15]=1.[CH3:27][NH:28][CH3:29].C(O[BH-](OC(=O)C)OC(=O)C)(=O)C.[Na+].C(O)(=O)C. The catalyst is ClC(Cl)C.C1COCC1. The product is [CH3:27][N:28]([CH3:29])[CH2:10][CH2:9][C:7]1[C:6]([O:12][CH3:13])=[CH:5][C:4]([C:14]2[N:19]=[C:18]([NH:20][C:21](=[O:26])[C:22]([CH3:24])([CH3:25])[CH3:23])[CH:17]=[CH:16][CH:15]=2)=[C:3]([O:2][CH3:1])[CH:8]=1. The yield is 0.410. (5) The reactants are C([Si](C1C=CC=CC=1)(C1C=CC=CC=1)[O:6][CH:7]1[CH2:35][CH2:34][C:10]2([C:14](=[O:15])[N:13]([C:16]3[C:17]([CH3:33])=[N:18][C:19]([N:22]4[CH2:26][CH2:25][C@@H:24]([N:27]5[CH2:31][CH2:30][CH2:29][C@@H:28]5[CH3:32])[CH2:23]4)=[CH:20][CH:21]=3)[CH2:12][CH2:11]2)[CH2:9][CH2:8]1)(C)(C)C.[F-].C([N+](CCCC)(CCCC)CCCC)CCC.O. The catalyst is O1CCCC1. The product is [OH:6][CH:7]1[CH2:8][CH2:9][C:10]2([C:14](=[O:15])[N:13]([C:16]3[C:17]([CH3:33])=[N:18][C:19]([N:22]4[CH2:26][CH2:25][C@@H:24]([N:27]5[CH2:31][CH2:30][CH2:29][C@@H:28]5[CH3:32])[CH2:23]4)=[CH:20][CH:21]=3)[CH2:12][CH2:11]2)[CH2:34][CH2:35]1. The yield is 0.290.